From a dataset of Forward reaction prediction with 1.9M reactions from USPTO patents (1976-2016). Predict the product of the given reaction. (1) Given the reactants [NH2:1][C:2]1[N:7]2[N:8]=[CH:9][C:10]([C:11]3[CH:12]=[N:13][C:14]4[C:19]([CH:20]=3)=[CH:18][CH:17]=[CH:16][CH:15]=4)=[C:6]2[N:5]=[C:4]([N:21]2[CH2:25][CH2:24][CH:23]([C:26]([O:28]C)=[O:27])[CH2:22]2)[CH:3]=1.C1COCC1.[Li+].[OH-], predict the reaction product. The product is: [NH2:1][C:2]1[N:7]2[N:8]=[CH:9][C:10]([C:11]3[CH:12]=[N:13][C:14]4[C:19]([CH:20]=3)=[CH:18][CH:17]=[CH:16][CH:15]=4)=[C:6]2[N:5]=[C:4]([N:21]2[CH2:25][CH2:24][CH:23]([C:26]([OH:28])=[O:27])[CH2:22]2)[CH:3]=1. (2) The product is: [C:26]([CH2:25][O:24][C:6]1[C:7]2[S:15][C:14]3[C:13]([NH:16][CH:17]4[CH2:22][CH2:21][CH2:20][CH2:19][CH2:18]4)=[CH:12][CH:11]=[CH:10][C:9]=3[C:8]=2[S:23][C:5]=1[C:3]([OH:4])=[O:2])([OH:28])=[O:27]. Given the reactants C[O:2][C:3]([C:5]1[S:23][C:8]2[C:9]3[CH:10]=[CH:11][CH:12]=[C:13]([NH:16][CH:17]4[CH2:22][CH2:21][CH2:20][CH2:19][CH2:18]4)[C:14]=3[S:15][C:7]=2[C:6]=1[O:24][CH2:25][C:26]([O:28]CC)=[O:27])=[O:4].[Li+].[OH-], predict the reaction product. (3) Given the reactants [H-].[Na+].COC(=O)[CH2:6][CH2:7][C:8]1[N:13]=[CH:12][C:11]2[O:14][CH2:15][CH2:16][C:10]=2[C:9]=1[C:17]([O:19]C)=O.Cl, predict the reaction product. The product is: [CH2:16]1[C:10]2=[C:9]3[C:17](=[O:19])[CH2:6][CH2:7][C:8]3=[N:13][CH:12]=[C:11]2[O:14][CH2:15]1. (4) The product is: [CH2:1]([C:3]1[CH:12]=[CH:11][C:6]([C:7]([OH:9])=[O:8])=[CH:5][C:4]=1[N:13]([CH3:24])[C:14]1[N:19]=[CH:18][C:17]2[N:20]=[CH:21][N:22]([CH3:23])[C:16]=2[CH:15]=1)[CH3:2]. Given the reactants [CH2:1]([C:3]1[CH:12]=[CH:11][C:6]([C:7]([O:9]C)=[O:8])=[CH:5][C:4]=1[N:13]([CH3:24])[C:14]1[N:19]=[CH:18][C:17]2[N:20]=[CH:21][N:22]([CH3:23])[C:16]=2[CH:15]=1)[CH3:2].[OH-].[Na+].Cl, predict the reaction product. (5) Given the reactants [CH2:1]([O:3][C:4]([C:6]1[NH:7][N:8]=[C:9]([CH2:12][CH2:13][CH3:14])[C:10]=1[Cl:11])=[O:5])[CH3:2].C([O-])([O-])=O.[K+].[K+].Cl[CH2:22][C:23]([N:25]1[CH2:30][CH2:29][N:28]([C:31]2[CH:36]=[CH:35][C:34]([F:37])=[CH:33][CH:32]=2)[CH2:27][CH2:26]1)=[O:24].CN(C=O)C, predict the reaction product. The product is: [CH2:1]([O:3][C:4]([C:6]1[N:7]([CH2:22][C:23]([N:25]2[CH2:26][CH2:27][N:28]([C:31]3[CH:36]=[CH:35][C:34]([F:37])=[CH:33][CH:32]=3)[CH2:29][CH2:30]2)=[O:24])[N:8]=[C:9]([CH2:12][CH2:13][CH3:14])[C:10]=1[Cl:11])=[O:5])[CH3:2].